From a dataset of Full USPTO retrosynthesis dataset with 1.9M reactions from patents (1976-2016). Predict the reactants needed to synthesize the given product. (1) Given the product [Cl:20][C:8]1[C:9]2[N:13]=[N:12][N:11]([CH2:14][CH:15]3[CH2:17][CH2:16]3)[C:10]=2[CH:18]=[CH:19][C:7]=1[C:28]1[CH:29]=[CH:30][C:25]([CH2:24][OH:23])=[CH:26][CH:27]=1, predict the reactants needed to synthesize it. The reactants are: FC(F)(F)S(O[C:7]1[CH:19]=[CH:18][C:10]2[N:11]([CH2:14][CH:15]3[CH2:17][CH2:16]3)[N:12]=[N:13][C:9]=2[C:8]=1[Cl:20])(=O)=O.[OH:23][CH2:24][C:25]1[CH:30]=[CH:29][C:28](B(O)O)=[CH:27][CH:26]=1.P([O-])([O-])([O-])=O.[K+].[K+].[K+].C(=O)(O)[O-].[Na+]. (2) Given the product [CH:1]1([C:4]2[CH:5]=[N:6][C:7]([NH:17][C:18]3[CH:26]=[C:25]4[C:21]([C:22]([C:31]5[CH:32]=[CH:33][CH:34]=[CH:35][CH:36]=5)=[CH:23][N:24]4[CH2:27][CH:28]4[CH2:29][CH2:30]4)=[CH:20][CH:19]=3)=[C:8]([CH:16]=2)[C:9]([OH:11])=[O:10])[CH2:3][CH2:2]1, predict the reactants needed to synthesize it. The reactants are: [CH:1]1([C:4]2[CH:5]=[N:6][C:7]([NH:17][C:18]3[CH:26]=[C:25]4[C:21]([C:22]([C:31]5[CH:36]=[CH:35][CH:34]=[CH:33][CH:32]=5)=[CH:23][N:24]4[CH2:27][CH:28]4[CH2:30][CH2:29]4)=[CH:20][CH:19]=3)=[C:8]([CH:16]=2)[C:9]([O:11]CC2CC2)=[O:10])[CH2:3][CH2:2]1.[OH-].[Na+].O.Cl. (3) Given the product [CH:67]1([C:65]([NH:64][C:59]2[N:60]=[CH:61][C:62]3[C:57]([CH:58]=2)=[CH:56][CH:55]=[C:54]([C:49]2[CH:48]=[C:47]([NH:46][C:13](=[O:14])[C:12]4[CH:16]=[CH:17][C:9]([CH2:8][N:5]5[CH2:6][CH2:7][N:2]([CH3:1])[CH2:3][CH2:4]5)=[C:10]([C:18]([F:21])([F:19])[F:20])[CH:11]=4)[CH:52]=[N:51][C:50]=2[CH3:53])[CH:63]=3)=[O:66])[CH2:68][CH2:69]1, predict the reactants needed to synthesize it. The reactants are: [CH3:1][N:2]1[CH2:7][CH2:6][N:5]([CH2:8][C:9]2[CH:17]=[CH:16][C:12]([C:13](O)=[O:14])=[CH:11][C:10]=2[C:18]([F:21])([F:20])[F:19])[CH2:4][CH2:3]1.F[P-](F)(F)(F)(F)F.N1(OC(N(C)C)=[N+](C)C)C2N=CC=CC=2N=N1.[NH2:46][C:47]1[CH:48]=[C:49]([C:54]2[CH:63]=[C:62]3[C:57]([CH:58]=[C:59]([NH:64][C:65]([CH:67]4[CH2:69][CH2:68]4)=[O:66])[N:60]=[CH:61]3)=[CH:56][CH:55]=2)[C:50]([CH3:53])=[N:51][CH:52]=1.C(N(CC)C(C)C)(C)C.